This data is from Full USPTO retrosynthesis dataset with 1.9M reactions from patents (1976-2016). The task is: Predict the reactants needed to synthesize the given product. (1) Given the product [CH3:1][N:2]1[C:11]2[C:6](=[CH:7][C:8]([C:12](=[O:22])[CH2:14][CH2:15][CH3:16])=[CH:9][CH:10]=2)[CH2:5][CH2:4][CH2:3]1, predict the reactants needed to synthesize it. The reactants are: [CH3:1][N:2]1[C:11]2[C:6](=[CH:7][C:8]([C:12]#N)=[CH:9][CH:10]=2)[CH2:5][CH2:4][CH2:3]1.[CH2:14]([Mg]Cl)[CH2:15][CH3:16].C1C[O:22]CC1. (2) Given the product [O:1]=[C:2]1[N:8]([CH:9]2[CH2:14][CH2:13][N:12]([C:15]([O:17][C@H:18]([CH2:19][C:20]3[CH:21]=[C:22]([CH3:35])[C:23]([O:27][CH2:28][C:29]4[CH:34]=[CH:33][CH:32]=[CH:31][CH:30]=4)=[C:24]([CH3:26])[CH:25]=3)[C:36]([N:75]3[CH2:76][CH2:77][N:72]([CH:78]4[CH2:83][CH2:82][N:81]([CH2:84][C:85]([O:87][CH2:88][CH3:89])=[O:86])[CH2:80][CH2:79]4)[CH2:73][CH2:74]3)=[O:37])=[O:16])[CH2:11][CH2:10]2)[CH2:7][CH2:6][C:5]2[CH:39]=[CH:40][CH:41]=[CH:42][C:4]=2[NH:3]1, predict the reactants needed to synthesize it. The reactants are: [O:1]=[C:2]1[N:8]([CH:9]2[CH2:14][CH2:13][N:12]([C:15]([O:17][C@@H:18]([C:36](O)=[O:37])[CH2:19][C:20]3[CH:25]=[C:24]([CH3:26])[C:23]([O:27][CH2:28][C:29]4[CH:34]=[CH:33][CH:32]=[CH:31][CH:30]=4)=[C:22]([CH3:35])[CH:21]=3)=[O:16])[CH2:11][CH2:10]2)[CH2:7][CH2:6][C:5]2[CH:39]=[CH:40][CH:41]=[CH:42][C:4]=2[NH:3]1.CN(C(ON1N=NC2C=CC=CC1=2)=[N+](C)C)C.[B-](F)(F)(F)F.C(N(CC)CC)C.[N:72]1([CH:78]2[CH2:83][CH2:82][N:81]([CH2:84][C:85]([O:87][CH2:88][CH3:89])=[O:86])[CH2:80][CH2:79]2)[CH2:77][CH2:76][NH:75][CH2:74][CH2:73]1.C([O-])([O-])=O.[K+].[K+]. (3) Given the product [CH3:25][O:21][C:20](=[O:22])[C:19]1[CH:23]=[CH:24][C:16]([NH:15][C:12]2[N:11]=[CH:10][C:9]([C:6]3[CH:5]=[CH:4][C:3]([O:2][CH3:1])=[CH:8][CH:7]=3)=[CH:14][N:13]=2)=[CH:17][CH:18]=1, predict the reactants needed to synthesize it. The reactants are: [CH3:1][O:2][C:3]1[CH:8]=[CH:7][C:6]([C:9]2[CH:10]=[N:11][C:12]([NH:15][C:16]3[CH:24]=[CH:23][C:19]([C:20]([OH:22])=[O:21])=[CH:18][CH:17]=3)=[N:13][CH:14]=2)=[CH:5][CH:4]=1.[CH3:25]OC(=O)C1C=CC(NC2N=CC(Br)=CN=2)=CC=1.B(O)(O)C1C=CC(OC)=CC=1.C([O-])([O-])=O.[K+].[K+]. (4) Given the product [CH3:7][O:8][C:9]1[CH:14]=[CH:13][CH:12]=[CH:11][C:10]=1[N:15]1[C@H:16]([CH2:25][OH:26])[CH2:17][CH2:18][CH2:19][C@@H:20]1[CH2:21][OH:22], predict the reactants needed to synthesize it. The reactants are: [H-].[Al+3].[Li+].[H-].[H-].[H-].[CH3:7][O:8][C:9]1[CH:14]=[CH:13][CH:12]=[CH:11][C:10]=1[N:15]1[C@H:20]([C:21](OC)=[O:22])[CH2:19][CH2:18][CH2:17][C@@H:16]1[C:25](OC)=[O:26]. (5) Given the product [F:25][CH:16]([C:17]1[CH:24]=[CH:23][CH:22]=[C:19]([C:20]2[NH:34][N:33]=[N:32][N:21]=2)[CH:18]=1)[C:13]1[CH:12]=[CH:11][C:10]([CH2:9][O:8][C:7]2[CH:26]=[CH:27][C:4]([C:1](=[O:3])[CH3:2])=[C:5]([OH:31])[C:6]=2[CH2:28][CH2:29][CH3:30])=[CH:15][CH:14]=1, predict the reactants needed to synthesize it. The reactants are: [C:1]([C:4]1[CH:27]=[CH:26][C:7]([O:8][CH2:9][C:10]2[CH:15]=[CH:14][C:13]([CH:16]([F:25])[C:17]3[CH:18]=[C:19]([CH:22]=[CH:23][CH:24]=3)[C:20]#[N:21])=[CH:12][CH:11]=2)=[C:6]([CH2:28][CH2:29][CH3:30])[C:5]=1[OH:31])(=[O:3])[CH3:2].[N-:32]=[N+:33]=[N-:34].[Na+].CN1CCCC1=O.Cl. (6) Given the product [F:22][C:18]1[CH:17]=[C:16]([C:4]2[CH:3]=[C:2]([NH:24][CH3:23])[C:11]3[C:6](=[CH:7][CH:8]=[C:9]4[N:14]([CH3:15])[CH:13]=[N:12][C:10]4=3)[N:5]=2)[CH:21]=[CH:20][CH:19]=1, predict the reactants needed to synthesize it. The reactants are: Cl[C:2]1[C:11]2[C:6](=[CH:7][CH:8]=[C:9]3[N:14]([CH3:15])[CH:13]=[N:12][C:10]3=2)[N:5]=[C:4]([C:16]2[CH:21]=[CH:20][CH:19]=[C:18]([F:22])[CH:17]=2)[CH:3]=1.[CH3:23][NH2:24]. (7) Given the product [CH3:1][O:2][C:3]([C:5]1[CH:6]=[C:7]([C:17]#[C:16][C:18]2[CH:23]=[CH:22][CH:21]=[CH:20][C:19]=2[CH3:24])[CH:8]=[C:9]2[C:14]=1[O:13][CH2:12][CH:11]=[CH:10]2)=[O:4], predict the reactants needed to synthesize it. The reactants are: [CH3:1][O:2][C:3]([C:5]1[CH:6]=[C:7](I)[CH:8]=[C:9]2[C:14]=1[O:13][CH2:12][CH:11]=[CH:10]2)=[O:4].[C:16]([C:18]1[CH:23]=[CH:22][CH:21]=[CH:20][C:19]=1[CH3:24])#[CH:17]. (8) Given the product [CH2:42]([O:49][C:50]1[CH:51]=[CH:52][C:53]([NH:54][C:17]([C:14]2[CH:15]=[C:16]3[C:11](=[CH:12][CH:13]=2)[NH:10][N:9]=[C:8]3[N:5]2[CH2:4][CH2:3][N:2]([CH3:1])[CH2:7][CH2:6]2)=[O:19])=[CH:55][CH:56]=1)[C:43]1[CH:44]=[CH:45][CH:46]=[CH:47][CH:48]=1, predict the reactants needed to synthesize it. The reactants are: [CH3:1][N:2]1[CH2:7][CH2:6][N:5]([C:8]2[C:16]3[C:11](=[CH:12][CH:13]=[C:14]([C:17]([O-:19])=O)[CH:15]=3)[NH:10][N:9]=2)[CH2:4][CH2:3]1.[Li+].C(Cl)CCl.C1C=CC2N(O)N=NC=2C=1.CCN(CC)CC.[CH2:42]([O:49][C:50]1[CH:56]=[CH:55][C:53]([NH2:54])=[CH:52][CH:51]=1)[C:43]1[CH:48]=[CH:47][CH:46]=[CH:45][CH:44]=1.Cl. (9) Given the product [Br:2][C:3]1[CH:8]=[C:7]([F:9])[CH:6]=[CH:5][C:4]=1[C@H:10]1[C:15]([C:16]([O:18][CH2:19][CH3:20])=[O:17])=[C:14]([CH2:26][N:27]2[CH2:28][CH2:29][O:30][CH2:31][CH2:32]2)[NH:13][C:12]([C:33]2[S:34][CH:35]=[CH:36][N:37]=2)=[N:11]1, predict the reactants needed to synthesize it. The reactants are: [Li].[Br:2][C:3]1[CH:8]=[C:7]([F:9])[CH:6]=[CH:5][C:4]=1[C@H:10]1[C:15]([C:16]([O:18][C@H:19](C)[C:20](OCC)=O)=[O:17])=[C:14]([CH2:26][N:27]2[CH2:32][CH2:31][O:30][CH2:29][CH2:28]2)[NH:13][C:12]([C:33]2[S:34][CH:35]=[CH:36][N:37]=2)=[N:11]1.